Predict the product of the given reaction. From a dataset of Forward reaction prediction with 1.9M reactions from USPTO patents (1976-2016). Given the reactants [CH2:1]([C:3]1[CH:4]=[CH:5][C:6]([O:17][CH2:18][CH2:19][CH:20]([OH:22])[CH3:21])=[C:7]([C:9]([C:11]2[CH:16]=[CH:15][CH:14]=[CH:13][CH:12]=2)=[O:10])[CH:8]=1)[CH3:2].[CH3:23][S:24](Cl)(=[O:26])=[O:25].CCN(CC)CC, predict the reaction product. The product is: [C:9]([C:7]1[CH:8]=[C:3]([CH2:1][CH3:2])[CH:4]=[CH:5][C:6]=1[O:17][CH2:18][CH2:19][CH:20]([O:22][S:24]([CH3:23])(=[O:26])=[O:25])[CH3:21])(=[O:10])[C:11]1[CH:12]=[CH:13][CH:14]=[CH:15][CH:16]=1.